Dataset: Forward reaction prediction with 1.9M reactions from USPTO patents (1976-2016). Task: Predict the product of the given reaction. (1) Given the reactants [CH:1]([C:3]1[CH:18]=[CH:17][C:6]([O:7][C:8]2[CH:16]=[CH:15][C:11]([C:12]([NH2:14])=[O:13])=[CH:10][N:9]=2)=[CH:5][CH:4]=1)=O.[CH:19]1([N:24]2[CH2:29][CH2:28][NH:27][CH2:26][CH2:25]2)[CH2:23][CH2:22][CH2:21][CH2:20]1.[BH4-].[Na+], predict the reaction product. The product is: [CH:19]1([N:24]2[CH2:25][CH2:26][N:27]([CH2:1][C:3]3[CH:18]=[CH:17][C:6]([O:7][C:8]4[CH:16]=[CH:15][C:11]([C:12]([NH2:14])=[O:13])=[CH:10][N:9]=4)=[CH:5][CH:4]=3)[CH2:28][CH2:29]2)[CH2:20][CH2:21][CH2:22][CH2:23]1. (2) Given the reactants Br[C:2]1[CH:3]=[C:4]([C:8]2([C:19]3[CH:24]=[C:23]([CH3:25])[N:22]=[C:21]([CH3:26])[N:20]=3)[C:16]3[C:11](=[C:12]([F:17])[CH:13]=[CH:14][CH:15]=3)[C:10]([NH2:18])=[N:9]2)[CH:5]=[CH:6][CH:7]=1.[N:27]1[CH:32]=[C:31](B(O)O)[CH:30]=[N:29][CH:28]=1.C(=O)([O-])[O-].[Cs+].[Cs+].CCOC(C)=O, predict the reaction product. The product is: [CH3:26][C:21]1[N:20]=[C:19]([C:8]2([C:4]3[CH:5]=[CH:6][CH:7]=[C:2]([C:31]4[CH:32]=[N:27][CH:28]=[N:29][CH:30]=4)[CH:3]=3)[C:16]3[C:11](=[C:12]([F:17])[CH:13]=[CH:14][CH:15]=3)[C:10]([NH2:18])=[N:9]2)[CH:24]=[C:23]([CH3:25])[N:22]=1. (3) Given the reactants C([O:3][C:4](=[O:26])[CH2:5][C:6]1[N:7]=[C:8]([C:18]2[CH:23]=[CH:22][CH:21]=[CH:20][C:19]=2[O:24][CH3:25])[N:9]([C:11]2[CH:16]=[CH:15][C:14]([Cl:17])=[CH:13][CH:12]=2)[CH:10]=1)C.[OH-].[Na+], predict the reaction product. The product is: [Cl:17][C:14]1[CH:13]=[CH:12][C:11]([N:9]2[CH:10]=[C:6]([CH2:5][C:4]([OH:26])=[O:3])[N:7]=[C:8]2[C:18]2[CH:23]=[CH:22][CH:21]=[CH:20][C:19]=2[O:24][CH3:25])=[CH:16][CH:15]=1. (4) Given the reactants [NH2:1][OH:2].NO.Cl.[OH-].[Na+].[CH:8]([C:11]1[CH:18]=[CH:17][C:14]([C:15]#[N:16])=[CH:13][CH:12]=1)([CH3:10])[CH3:9], predict the reaction product. The product is: [OH:2][N:1]=[C:15]([C:14]1[CH:17]=[CH:18][C:11]([CH:8]([CH3:10])[CH3:9])=[CH:12][CH:13]=1)[NH2:16].